Dataset: Catalyst prediction with 721,799 reactions and 888 catalyst types from USPTO. Task: Predict which catalyst facilitates the given reaction. Reactant: [C:1]([C:3]1[CH:11]=[CH:10][C:6]([C:7]([OH:9])=O)=[CH:5][CH:4]=1)#[N:2].CCN(C(C)C)C(C)C.F[P-](F)(F)(F)(F)F.CN(C(N(C)C)=[N+]1C2C(=NC=CC=2)[N+]([O-])=N1)C.[NH2:45][C@@H:46]([CH2:56][CH2:57][CH2:58][N:59]([C@@H:63]1[CH2:65][C@H:64]1[C:66]1[CH:71]=[CH:70][C:69]([F:72])=[CH:68][CH:67]=1)[CH2:60][CH:61]=[CH2:62])[C:47]([N:49]1[CH2:54][CH2:53][CH:52]([OH:55])[CH2:51][CH2:50]1)=[O:48]. Product: [C:1]([C:3]1[CH:4]=[CH:5][C:6]([C:7]([NH:45][C@@H:46]([CH2:56][CH2:57][CH2:58][N:59]([C@@H:63]2[CH2:65][C@H:64]2[C:66]2[CH:67]=[CH:68][C:69]([F:72])=[CH:70][CH:71]=2)[CH2:60][CH:61]=[CH2:62])[C:47]([N:49]2[CH2:50][CH2:51][CH:52]([OH:55])[CH2:53][CH2:54]2)=[O:48])=[O:9])=[CH:10][CH:11]=1)#[N:2]. The catalyst class is: 2.